Dataset: Reaction yield outcomes from USPTO patents with 853,638 reactions. Task: Predict the reaction yield, written as a fraction of the theoretical maximum amount of product (1.0 means a 100% yield; for example, 0.34 means a 34% yield). (1) The reactants are [Cl:1][C:2]1[CH:7]=[CH:6][C:5]([C:8]2[O:12][N:11]=[CH:10][C:9]=2[CH2:13][CH2:14][C:15]([OH:17])=[O:16])=[CH:4][C:3]=1[F:18].S(=O)(=O)(O)O.[CH3:24]O. The yield is 0.980. No catalyst specified. The product is [Cl:1][C:2]1[CH:7]=[CH:6][C:5]([C:8]2[O:12][N:11]=[CH:10][C:9]=2[CH2:13][CH2:14][C:15]([O:17][CH3:24])=[O:16])=[CH:4][C:3]=1[F:18]. (2) The reactants are [Cl:1]C(OC(Cl)C)=O.C([N:21]1[CH2:24][CH:23]([O:25][CH2:26][CH2:27][CH2:28][O:29][CH3:30])[CH2:22]1)(C1C=CC=CC=1)C1C=CC=CC=1.CO. The catalyst is ClCCCl. The yield is 0.920. The product is [ClH:1].[CH3:30][O:29][CH2:28][CH2:27][CH2:26][O:25][CH:23]1[CH2:24][NH:21][CH2:22]1. (3) The reactants are FC(F)(F)C1C=CC(CBr)=CC=1.Br[CH2:14][C:15]1[CH:23]=[CH:22][C:18]2=[N:19][S:20][N:21]=[C:17]2[CH:16]=1.[CH3:24][C:25]1[N:26]=[C:27]([N:35]2[CH2:39][CH2:38][NH:37][C:36]2=[O:40])[S:28][C:29]=1[C:30]([O:32][CH2:33][CH3:34])=[O:31]. No catalyst specified. The product is [N:19]1[S:20][N:21]=[C:17]2[CH:16]=[C:15]([CH2:14][N:37]3[CH2:38][CH2:39][N:35]([C:27]4[S:28][C:29]([C:30]([O:32][CH2:33][CH3:34])=[O:31])=[C:25]([CH3:24])[N:26]=4)[C:36]3=[O:40])[CH:23]=[CH:22][C:18]=12. The yield is 0.820. (4) The reactants are Cl.I[CH2:3]I.[C:5]1([C@@H:11]2[C@@H:15]([C:16]3[CH:21]=[CH:20][CH:19]=[CH:18][CH:17]=3)[O:14][C:13]3([CH2:26][CH2:25][CH2:24][CH:23]=[CH:22]3)[O:12]2)[CH:10]=[CH:9][CH:8]=[CH:7][CH:6]=1. The catalyst is CCOCC.[Zn].[Cu].[Zn].II. The product is [C:5]1([C@@H:11]2[C@@H:15]([C:16]3[CH:17]=[CH:18][CH:19]=[CH:20][CH:21]=3)[O:14][C:13]3([CH2:26][CH2:25][CH2:24][C@H:23]4[C@@H:22]3[CH2:3]4)[O:12]2)[CH:10]=[CH:9][CH:8]=[CH:7][CH:6]=1. The yield is 0.850.